From a dataset of Full USPTO retrosynthesis dataset with 1.9M reactions from patents (1976-2016). Predict the reactants needed to synthesize the given product. (1) Given the product [CH2:9]([O:11][C:12]1[CH:18]=[CH:17][C:15]([NH:16][C:1]([C:3]2[CH:8]=[CH:7][N:6]=[CH:5][CH:4]=2)=[NH:2])=[CH:14][CH:13]=1)[CH3:10], predict the reactants needed to synthesize it. The reactants are: [C:1]([C:3]1[CH:8]=[CH:7][N:6]=[CH:5][CH:4]=1)#[N:2].[CH2:9]([O:11][C:12]1[CH:18]=[CH:17][C:15]([NH2:16])=[CH:14][CH:13]=1)[CH3:10]. (2) Given the product [OH:36][CH2:35][CH2:34][CH2:33][CH2:32][O:37][CH2:2][CH2:3][CH2:4][S:5]([N:8]1[CH2:13][CH2:12][CH:11]([C:14]2[C:22]3[C:17](=[C:18]([C:29]([NH2:31])=[O:30])[CH:19]=[C:20]([C:23]4[CH:28]=[CH:27][CH:26]=[CH:25][CH:24]=4)[CH:21]=3)[NH:16][CH:15]=2)[CH2:10][CH2:9]1)(=[O:7])=[O:6], predict the reactants needed to synthesize it. The reactants are: Cl[CH2:2][CH2:3][CH2:4][S:5]([N:8]1[CH2:13][CH2:12][CH:11]([C:14]2[C:22]3[C:17](=[C:18]([C:29]([NH2:31])=[O:30])[CH:19]=[C:20]([C:23]4[CH:28]=[CH:27][CH:26]=[CH:25][CH:24]=4)[CH:21]=3)[NH:16][CH:15]=2)[CH2:10][CH2:9]1)(=[O:7])=[O:6].[CH2:32]([OH:37])[CH2:33][CH2:34][CH2:35][OH:36].C([O-])([O-])=O.[K+].[K+].[I-].[Na+]. (3) Given the product [C:1]1([C:7]2[N:8]=[C:9]([CH2:12][CH2:13][CH2:14][NH:15][C:26](=[O:27])[C:25]3[CH:29]=[CH:30][CH:31]=[C:23]([C:20]4[N:19]=[C:18]([C:17]([F:33])([F:32])[F:16])[O:22][N:21]=4)[CH:24]=3)[S:10][CH:11]=2)[CH:2]=[CH:3][CH:4]=[CH:5][CH:6]=1, predict the reactants needed to synthesize it. The reactants are: [C:1]1([C:7]2[N:8]=[C:9]([CH2:12][CH2:13][CH2:14][NH2:15])[S:10][CH:11]=2)[CH:6]=[CH:5][CH:4]=[CH:3][CH:2]=1.[F:16][C:17]([F:33])([F:32])[C:18]1[O:22][N:21]=[C:20]([C:23]2[CH:24]=[C:25]([CH:29]=[CH:30][CH:31]=2)[C:26](O)=[O:27])[N:19]=1. (4) Given the product [C:1]([C:5]1[CH:20]=[CH:19][CH:18]=[CH:17][C:6]=1[O:7][C:8]1[C:13]([NH:14][C:15]([C:22]2[NH:23][C:24]3[CH:29]=[CH:28][CH:27]=[CH:26][C:25]=3[N:21]=2)=[O:16])=[CH:12][CH:11]=[CH:10][N:9]=1)([CH3:4])([CH3:2])[CH3:3], predict the reactants needed to synthesize it. The reactants are: [C:1]([C:5]1[CH:20]=[CH:19][CH:18]=[CH:17][C:6]=1[O:7][C:8]1[C:13]([N:14]=[C:15]=[O:16])=[CH:12][CH:11]=[CH:10][N:9]=1)([CH3:4])([CH3:3])[CH3:2].[NH:21]1[C:25]2[CH:26]=[CH:27][CH:28]=[CH:29][C:24]=2[N:23]=[C:22]1C(O)=O.F[P-](F)(F)(F)(F)F.N1(O[P+](N(C)C)(N(C)C)N(C)C)C2C=CC=CC=2N=N1. (5) Given the product [C:10]1([CH3:15])[CH:11]=[CH:12][CH:13]=[CH:14][C:9]=1[C:8]#[C:4][C:5]([OH:7])=[O:6], predict the reactants needed to synthesize it. The reactants are: [OH-].[K+].Br[CH:4]([CH:8](Br)[C:9]1[CH:14]=[CH:13][CH:12]=[CH:11][C:10]=1[CH3:15])[C:5]([OH:7])=[O:6]. (6) Given the product [Cl:35][C:30]1[CH:31]=[CH:32][CH:33]=[CH:34][C:29]=1[C:28]([NH:27][C:24]1[CH:25]=[CH:26][C:20]2[CH2:19][CH2:18][C:17]3[C:16]([C:37]([NH2:39])=[O:38])=[N:15][N:14]([C:11]4[CH:10]=[CH:9][C:8]([S:5]([NH:4][CH3:1])(=[O:6])=[O:7])=[CH:13][CH:12]=4)[C:22]=3[C:21]=2[CH:23]=1)=[O:36], predict the reactants needed to synthesize it. The reactants are: [C:1]([N:4](C)[S:5]([C:8]1[CH:13]=[CH:12][C:11]([N:14]2[C:22]3[C:21]4[CH:23]=[C:24]([NH:27][C:28](=[O:36])[C:29]5[CH:34]=[CH:33][CH:32]=[CH:31][C:30]=5[Cl:35])[CH:25]=[CH:26][C:20]=4[CH2:19][CH2:18][C:17]=3[C:16]([C:37]([NH2:39])=[O:38])=[N:15]2)=[CH:10][CH:9]=1)(=[O:7])=[O:6])(=O)C.